The task is: Predict which catalyst facilitates the given reaction.. This data is from Catalyst prediction with 721,799 reactions and 888 catalyst types from USPTO. Reactant: C([O:3][C:4]([C:6]1[N:7]=[C:8]([C:11]2[CH:16]=[CH:15][C:14]([C:17]#[N:18])=[CH:13][C:12]=2[F:19])[O:9][CH:10]=1)=[O:5])C.[OH-].[Na+]. Product: [C:17]([C:14]1[CH:15]=[CH:16][C:11]([C:8]2[O:9][CH:10]=[C:6]([C:4]([OH:5])=[O:3])[N:7]=2)=[C:12]([F:19])[CH:13]=1)#[N:18]. The catalyst class is: 7.